The task is: Predict the reactants needed to synthesize the given product.. This data is from Full USPTO retrosynthesis dataset with 1.9M reactions from patents (1976-2016). (1) Given the product [CH2:48]([O:55][C:56](=[O:65])[C:57]1[CH:62]=[CH:61][C:60]([CH3:63])=[C:59]([NH:64][C:20]([C:18]2[C:17](=[O:23])[NH:16][C:14]3[N:15]=[C:10]([O:9][CH3:8])[N:11]=[CH:12][C:13]=3[CH:19]=2)=[O:22])[CH:58]=1)[C:49]1[CH:54]=[CH:53][CH:52]=[CH:51][CH:50]=1, predict the reactants needed to synthesize it. The reactants are: C(N(CC)CC)C.[CH3:8][O:9][C:10]1[N:11]=[CH:12][C:13]2[CH:19]=[C:18]([C:20]([OH:22])=O)[C:17](=[O:23])[NH:16][C:14]=2[N:15]=1.CN(C(ON1N=NC2C=CC=NC1=2)=[N+](C)C)C.F[P-](F)(F)(F)(F)F.[CH2:48]([O:55][C:56](=[O:65])[C:57]1[CH:62]=[CH:61][C:60]([CH3:63])=[C:59]([NH2:64])[CH:58]=1)[C:49]1[CH:54]=[CH:53][CH:52]=[CH:51][CH:50]=1.C(=O)(O)[O-].[Na+]. (2) Given the product [CH3:34][N:18]1[C:19]([C:22]2[CH:23]=[CH:24][C:25]([N:28]3[CH2:29][CH2:30][O:31][CH2:32][CH2:33]3)=[CH:26][CH:27]=2)=[CH:20][N:21]=[C:17]1[C@@H:9]([NH2:6])[CH2:10][C:11]1[CH:16]=[CH:15][CH:14]=[CH:13][N:12]=1, predict the reactants needed to synthesize it. The reactants are: C(O[N:6]([C@H:9]([C:17]1[N:18]([CH3:34])[C:19]([C:22]2[CH:27]=[CH:26][C:25]([N:28]3[CH2:33][CH2:32][O:31][CH2:30][CH2:29]3)=[CH:24][CH:23]=2)=[CH:20][N:21]=1)[CH2:10][C:11]1[CH:16]=[CH:15][CH:14]=[CH:13][N:12]=1)C=O)(C)(C)C.FC(F)(F)C(O)=O. (3) The reactants are: [Cl:1][C:2]1[CH:7]=[CH:6][C:5]([NH:8][C:9](=[O:15])[O:10][C:11]([CH3:14])([CH3:13])[CH3:12])=[CH:4][CH:3]=1.C([Li])(CC)C.[O:21]1[C:26]2[CH:27]=[CH:28][CH:29]=[C:30]([CH:31]=[O:32])[C:25]=2[O:24][CH2:23][CH2:22]1.[Cl-].[NH4+]. Given the product [Cl:1][C:2]1[CH:3]=[CH:4][C:5]([NH:8][C:9](=[O:15])[O:10][C:11]([CH3:12])([CH3:14])[CH3:13])=[C:6]([CH:31]([C:30]2[C:25]3[O:24][CH2:23][CH2:22][O:21][C:26]=3[CH:27]=[CH:28][CH:29]=2)[OH:32])[CH:7]=1, predict the reactants needed to synthesize it. (4) Given the product [F:14][C:11]1[CH:10]=[CH:9][C:8]([NH:7][C:4]2[C:3]([C:15]([NH2:17])=[O:16])=[C:2]([N:1]=[CH:23][C:22]3[CH:25]=[CH:26][C:19]([OH:18])=[CH:20][CH:21]=3)[NH:6][N:5]=2)=[CH:13][CH:12]=1, predict the reactants needed to synthesize it. The reactants are: [NH2:1][C:2]1[NH:6][N:5]=[C:4]([NH:7][C:8]2[CH:13]=[CH:12][C:11]([F:14])=[CH:10][CH:9]=2)[C:3]=1[C:15]([NH2:17])=[O:16].[OH:18][C:19]1[CH:26]=[CH:25][C:22]([CH:23]=O)=[CH:21][CH:20]=1. (5) Given the product [CH2:36]([O:1][C:2]1[CH:3]=[C:4]2[C:9](=[CH:10][CH:11]=1)[N:8]1[CH:12]=[N:13][C:14]([CH2:15][CH:16]3[CH2:21][CH2:20][CH2:19][N:18]([C:22]([O:24][C:25]([CH3:26])([CH3:28])[CH3:27])=[O:23])[C:17]3=[O:29])=[C:7]1[CH2:6][CH2:5]2)[CH3:37], predict the reactants needed to synthesize it. The reactants are: [OH:1][C:2]1[CH:3]=[C:4]2[C:9](=[CH:10][CH:11]=1)[N:8]1[CH:12]=[N:13][C:14]([CH2:15][CH:16]3[CH2:21][CH2:20][CH2:19][N:18]([C:22]([O:24][C:25]([CH3:28])([CH3:27])[CH3:26])=[O:23])[C:17]3=[O:29])=[C:7]1[CH2:6][CH2:5]2.C(=O)([O-])[O-].[K+].[K+].[CH2:36](I)[CH3:37].O. (6) Given the product [Cl:29][C:2]1[CH:10]=[CH:9][C:5]([C:6]([NH:17][CH2:16][C:15]2[CH:18]=[CH:19][CH:20]=[C:13]([O:12][CH3:11])[CH:14]=2)=[O:8])=[CH:4][N:3]=1, predict the reactants needed to synthesize it. The reactants are: Br[C:2]1[CH:10]=[CH:9][C:5]([C:6]([OH:8])=O)=[CH:4][N:3]=1.[CH3:11][O:12][C:13]1[CH:14]=[C:15]([CH:18]=[CH:19][CH:20]=1)[CH2:16][NH2:17].C(=O)([O-])[O-].[Na+].[Na+].S(Cl)([Cl:29])=O. (7) Given the product [Cl:39][C:37]1[S:36][C:34]2[NH:35][C:31]([C:29]([NH:28][CH:20]3[CH2:21][C:22]4[C:27](=[CH:26][CH:25]=[CH:24][CH:23]=4)[N:18]([CH2:17][C:14](=[O:16])[NH2:3])[C:19]3=[O:40])=[O:30])=[CH:32][C:33]=2[CH:38]=1, predict the reactants needed to synthesize it. The reactants are: C([N:3](CC)CC)C.ClC(OCC)=O.[C:14]([CH2:17][N:18]1[C:27]2[C:22](=[CH:23][CH:24]=[CH:25][CH:26]=2)[CH2:21][CH:20]([NH:28][C:29]([C:31]2[NH:35][C:34]3[S:36][C:37]([Cl:39])=[CH:38][C:33]=3[CH:32]=2)=[O:30])[C:19]1=[O:40])([OH:16])=O.N. (8) Given the product [C:1]([N:4]1[CH2:9][CH2:8][CH:7]([CH2:10][C:11]2[CH:16]=[CH:15][C:14]([S:17]([CH3:27])(=[O:19])=[O:18])=[CH:13][CH:12]=2)[CH2:6][CH2:5]1)(=[O:3])[CH3:2], predict the reactants needed to synthesize it. The reactants are: [C:1]([N:4]1[CH2:9][CH2:8][CH:7]([CH2:10][C:11]2[CH:16]=[CH:15][C:14]([S:17](Cl)(=[O:19])=[O:18])=[CH:13][CH:12]=2)[CH2:6][CH2:5]1)(=[O:3])[CH3:2].S([O-])([O-])=O.[Na+].[Na+].[C:27](=O)(O)[O-].[Na+].ClCC(O)=O.[OH-].[Na+].Cl. (9) Given the product [O:16]1[CH2:17][CH2:18][N:13]([CH2:12][C:7]2[O:8][C:9]3[C:4]([C:5](=[O:25])[C:6]=2[C:19]2[CH:20]=[CH:21][CH:22]=[CH:23][CH:24]=2)=[CH:3][CH:2]=[CH:11][CH:10]=3)[CH2:14][CH2:15]1, predict the reactants needed to synthesize it. The reactants are: Br[C:2]1[CH:3]=[C:4]2[C:9](=[CH:10][CH:11]=1)[O:8][C:7]([CH2:12][N:13]1[CH2:18][CH2:17][O:16][CH2:15][CH2:14]1)=[C:6]([C:19]1[CH:24]=[CH:23][CH:22]=[CH:21][CH:20]=1)[C:5]2=[O:25].[H][H]. (10) Given the product [ClH:28].[F:37][C:33]1([F:38])[CH2:34][CH2:35][CH2:36][N:31]([CH2:30][CH2:29][O:17][C:14]2[CH:15]=[C:16]3[C:11](=[CH:12][CH:13]=2)[O:10][C:9]([C:18]2[N:23]=[CH:22][C:21]4[CH:24]=[CH:25][S:26][C:20]=4[CH:19]=2)=[CH:8][C:7]3=[N:6][OH:5])[CH2:32]1, predict the reactants needed to synthesize it. The reactants are: C([O:5][N:6]=[C:7]1[C:16]2[C:11](=[CH:12][CH:13]=[C:14]([OH:17])[CH:15]=2)[O:10][C:9]([C:18]2[N:23]=[CH:22][C:21]3[CH:24]=[CH:25][S:26][C:20]=3[CH:19]=2)=[CH:8]1)(C)(C)C.Cl.[Cl:28][CH2:29][CH2:30][N:31]1[CH2:36][CH2:35][CH2:34][C:33]([F:38])([F:37])[CH2:32]1.